From a dataset of Catalyst prediction with 721,799 reactions and 888 catalyst types from USPTO. Predict which catalyst facilitates the given reaction. Reactant: [Br:1][C:2]1[CH:3]=[C:4]([CH2:8][OH:9])[S:5][C:6]=1[Cl:7].N1C=CN=C1.[CH3:15][C:16]([Si:19](Cl)([CH3:21])[CH3:20])([CH3:18])[CH3:17]. Product: [Br:1][C:2]1[CH:3]=[C:4]([CH2:8][O:9][Si:19]([C:16]([CH3:18])([CH3:17])[CH3:15])([CH3:21])[CH3:20])[S:5][C:6]=1[Cl:7]. The catalyst class is: 2.